Dataset: Forward reaction prediction with 1.9M reactions from USPTO patents (1976-2016). Task: Predict the product of the given reaction. (1) Given the reactants [Br:1][C:2]1[CH:3]=[C:4]2[C:14](=[CH:15][CH:16]=1)[O:13][C:7]1=[N:8][C:9]([F:12])=[CH:10][CH:11]=[C:6]1[C:5]2=O.C[Mg]Cl.II.[NH3:23], predict the reaction product. The product is: [Br:1][C:2]1[CH:3]=[C:4]2[C:5]3([CH2:14][O:13][C:7]([NH2:8])=[N:23]3)[C:6]3[C:7](=[N:8][C:9]([F:12])=[CH:10][CH:11]=3)[O:13][C:14]2=[CH:15][CH:16]=1. (2) Given the reactants [CH3:1][N:2]1[C@@H:19]2[CH2:20][C:7]3[CH:8]=[CH:9][C:10]([O:22][CH3:23])=[C:11]4[O:12][C@H:13]5[C:14]([CH2:16][CH2:17][C@:18]2([OH:21])[C@:5]5([C:6]=34)[CH2:4][CH2:3]1)=[O:15].C(O)C.[ClH:27], predict the reaction product. The product is: [CH3:1][N:2]1[C@@H:19]2[CH2:20][C:7]3[CH:8]=[CH:9][C:10]([O:22][CH3:23])=[C:11]4[O:12][C@H:13]5[C:14]([CH2:16][CH2:17][C@:18]2([OH:21])[C@:5]5([C:6]=34)[CH2:4][CH2:3]1)=[O:15].[ClH:27]. (3) Given the reactants [C:1]([C@H:5]1[CH2:10][CH2:9][C@H:8]([O:11][C:12]2[CH:13]=[C:14]3[C:19](=[CH:20][CH:21]=2)[CH:18]=[C:17]([C:22]([N+:30]([O-:32])=[O:31])([CH3:29])[CH2:23][CH2:24][C:25]([O:27][CH3:28])=[O:26])[CH:16]=[CH:15]3)[CH2:7][CH2:6]1)([CH3:4])([CH3:3])[CH3:2].C([C@H]1CC[C@H](OC2C=CC3C(=CC=C(C([N+]([O-])=O)C)C=3)C=2[C:59]([F:62])([F:61])[F:60])CC1)(C)(C)C, predict the reaction product. The product is: [C:1]([C@H:5]1[CH2:6][CH2:7][C@H:8]([O:11][C:12]2[C:13]([C:59]([F:62])([F:61])[F:60])=[C:14]3[C:19](=[CH:20][CH:21]=2)[CH:18]=[C:17]([C:22]([N+:30]([O-:32])=[O:31])([CH3:29])[CH2:23][CH2:24][C:25]([O:27][CH3:28])=[O:26])[CH:16]=[CH:15]3)[CH2:9][CH2:10]1)([CH3:4])([CH3:2])[CH3:3]. (4) Given the reactants [H-].[Al+3].[Li+].[H-].[H-].[H-].[CH3:7][O:8][CH2:9][O:10][C:11]1[CH:12]=[C:13]([CH2:21][C:22](OC)=[O:23])[CH:14]=[C:15]([O:17][CH2:18][O:19][CH3:20])[CH:16]=1.O.O.O.O.O.O.O.O.O.O.S([O-])([O-])(=O)=O.[Na+].[Na+], predict the reaction product. The product is: [CH3:7][O:8][CH2:9][O:10][C:11]1[CH:12]=[C:13]([CH2:21][CH2:22][OH:23])[CH:14]=[C:15]([O:17][CH2:18][O:19][CH3:20])[CH:16]=1. (5) Given the reactants [C:1]1([S:7][CH2:8][C@H:9]([NH:14][C:15]2[CH:20]=[CH:19][C:18]([S:21](=[O:24])(=[O:23])[NH2:22])=[CH:17][C:16]=2[S:25]([C:28]([F:31])([F:30])[F:29])(=[O:27])=[O:26])[CH2:10][C:11](O)=[O:12])[CH:6]=[CH:5][CH:4]=[CH:3][CH:2]=1.CN(C(ON1N=NC2C=CC=NC1=2)=[N+](C)C)C.F[P-](F)(F)(F)(F)F.[NH:56]1[CH2:61][CH2:60][O:59][CH2:58][CH2:57]1.CCN(C(C)C)C(C)C, predict the reaction product. The product is: [O:59]1[CH2:60][CH2:61][N:56]([C:11](=[O:12])[CH2:10][C@@H:9]([NH:14][C:15]2[CH:20]=[CH:19][C:18]([S:21]([NH2:22])(=[O:24])=[O:23])=[CH:17][C:16]=2[S:25]([C:28]([F:31])([F:29])[F:30])(=[O:27])=[O:26])[CH2:8][S:7][C:1]2[CH:6]=[CH:5][CH:4]=[CH:3][CH:2]=2)[CH2:57][CH2:58]1.